Dataset: Forward reaction prediction with 1.9M reactions from USPTO patents (1976-2016). Task: Predict the product of the given reaction. (1) Given the reactants [F:1][C:2]1[CH:3]=[CH:4][CH:5]=[C:6]2[C:10]=1[N:9]([CH:11]([C:18]1[CH:23]=[CH:22][CH:21]=[CH:20][CH:19]=1)[C:12]1[CH:17]=[CH:16][CH:15]=[CH:14][CH:13]=1)[C:8](=[O:24])[CH:7]2[C:25]1[C:26]([OH:34])=[CH:27][C:28]2[O:32][CH2:31][CH2:30][C:29]=2[CH:33]=1.[C:35]1(C(C2C=CC=CC=2)N2C3C(=CC=CC=3)C(C3C=C(C)C(OC)=CC=3O)C2=O)C=CC=CC=1, predict the reaction product. The product is: [C:18]1([CH:11]([C:12]2[CH:17]=[CH:16][CH:15]=[CH:14][CH:13]=2)[N:9]2[C:10]3[C:6](=[CH:5][CH:4]=[CH:3][C:2]=3[F:1])[C:7]3([CH2:35][O:34][C:26]4[CH:27]=[C:28]5[C:29](=[CH:33][C:25]3=4)[CH2:30][CH2:31][O:32]5)[C:8]2=[O:24])[CH:19]=[CH:20][CH:21]=[CH:22][CH:23]=1. (2) Given the reactants [C:1]([S:5]([NH2:7])=[O:6])([CH3:4])([CH3:3])[CH3:2].[CH:8]([CH:10]1[CH2:15][CH2:14][CH2:13][CH2:12][N:11]1[C:16]([O:18][C:19]([CH3:22])([CH3:21])[CH3:20])=[O:17])=O.C(OCC)(=O)C, predict the reaction product. The product is: [C:1]([S:5](/[N:7]=[CH:8]\[CH:10]1[CH2:15][CH2:14][CH2:13][CH2:12][N:11]1[C:16]([O:18][C:19]([CH3:20])([CH3:22])[CH3:21])=[O:17])=[O:6])([CH3:4])([CH3:3])[CH3:2].